From a dataset of Reaction yield outcomes from USPTO patents with 853,638 reactions. Predict the reaction yield, written as a fraction of the theoretical maximum amount of product (1.0 means a 100% yield; for example, 0.34 means a 34% yield). (1) The reactants are [CH3:1][C:2]1[C:7]([B:8]2[O:12][C:11]([CH3:14])([CH3:13])[C:10]([CH3:16])([CH3:15])[O:9]2)=[CH:6][CH:5]=[CH:4][C:3]=1[NH:17][C:18](=[O:25])[CH2:19][C:20]1[S:21][CH:22]=[CH:23][N:24]=1.C1N=CN([C:31](N2C=NC=C2)=[O:32])C=1. The catalyst is C1(C)C=CC=CC=1. The product is [CH3:1][C:2]1[C:7]([B:8]2[O:12][C:11]([CH3:13])([CH3:14])[C:10]([CH3:16])([CH3:15])[O:9]2)=[CH:6][CH:5]=[CH:4][C:3]=1[N:17]1[C:18](=[O:25])[CH:19]=[C:20]2[S:21][CH:22]=[CH:23][N:24]2[C:31]1=[O:32]. The yield is 0.340. (2) The reactants are [CH3:1][O:2][C:3]([C:5]1[NH:6][CH:7]([C:18]2[CH:23]=[CH:22][C:21]([Cl:24])=[C:20](OC)[C:19]=2[F:27])[CH2:8]/[C:9](=[N:12]\OS(C)(=O)=O)/[C:10]=1[Br:11])=[O:4].C([O-])([O-])=O.[Na+].[Na+]. The catalyst is C(O)(=O)C.O. The product is [CH3:1][O:2][C:3]([C:5]1[C:10]([Br:11])=[C:9]([NH2:12])[CH:8]=[C:7]([C:18]2[CH:23]=[CH:22][C:21]([Cl:24])=[CH:20][C:19]=2[F:27])[N:6]=1)=[O:4]. The yield is 0.830.